Dataset: Catalyst prediction with 721,799 reactions and 888 catalyst types from USPTO. Task: Predict which catalyst facilitates the given reaction. (1) Product: [CH2:14]([N:11]1[C:6]2=[N:7][C:8]([CH2:9][CH3:10])=[C:3]([CH2:2][NH:1][C:30]([C:29]3[CH:28]=[C:27]([CH:35]=[CH:34][CH:33]=3)[C:25]([O:24][CH3:23])=[O:26])=[O:31])[C:4]([NH:16][CH:17]3[CH2:18][CH2:19][O:20][CH2:21][CH2:22]3)=[C:5]2[CH:13]=[N:12]1)[CH3:15]. Reactant: [NH2:1][CH2:2][C:3]1[C:8]([CH2:9][CH3:10])=[N:7][C:6]2[N:11]([CH2:14][CH3:15])[N:12]=[CH:13][C:5]=2[C:4]=1[NH:16][CH:17]1[CH2:22][CH2:21][O:20][CH2:19][CH2:18]1.[CH3:23][O:24][C:25]([C:27]1[CH:28]=[C:29]([CH:33]=[CH:34][CH:35]=1)[C:30](O)=[O:31])=[O:26].C1CN([P+](ON2N=NC3C=CC=CC2=3)(N2CCCC2)N2CCCC2)CC1.F[P-](F)(F)(F)(F)F.C(N(C(C)C)CC)(C)C. The catalyst class is: 3. (2) Product: [Cl:18][C:19]1[CH:27]=[CH:26][C:22]2[C:23](=[O:24])[N:2]=[C:1]([C:3]3[N:8]=[C:7]([CH2:9][CH2:10][C:11]([O:13][C:14]([CH3:17])([CH3:16])[CH3:15])=[O:12])[CH:6]=[CH:5][CH:4]=3)[S:28][C:21]=2[CH:20]=1. The catalyst class is: 17. Reactant: [C:1]([C:3]1[N:8]=[C:7]([CH2:9][CH2:10][C:11]([O:13][C:14]([CH3:17])([CH3:16])[CH3:15])=[O:12])[CH:6]=[CH:5][CH:4]=1)#[N:2].[Cl:18][C:19]1[CH:20]=[C:21]([SH:28])[C:22](=[CH:26][CH:27]=1)[C:23](O)=[O:24].